From a dataset of Forward reaction prediction with 1.9M reactions from USPTO patents (1976-2016). Predict the product of the given reaction. (1) Given the reactants [CH2:1]([O:3][C:4]([C:6]1[C:18]([CH2:19][C:20]2[CH:24]=[CH:23][S:22][CH:21]=2)=[N:17][C:9]2[C@H:10]3[N:14]([C:15](=[O:16])[C:8]=2[C:7]=1[C:25]1[CH:33]=[CH:32][C:28]([C:29](O)=[O:30])=[CH:27][CH:26]=1)[CH2:13][CH2:12][CH2:11]3)=[O:5])[CH3:2].CCN=C=NCCCN(C)C.C1C=CC2N(O)N=NC=2C=1.[CH:55]1[CH:59]=[C:58]([CH2:60][NH2:61])[O:57][CH:56]=1, predict the reaction product. The product is: [O:57]1[CH:56]=[CH:55][CH:59]=[C:58]1[CH2:60][NH:61][C:29]([C:28]1[CH:32]=[CH:33][C:25]([C:7]2[C:8]3[C:15](=[O:16])[N:14]4[C@H:10]([C:9]=3[N:17]=[C:18]([CH2:19][C:20]3[CH:24]=[CH:23][S:22][CH:21]=3)[C:6]=2[C:4]([O:3][CH2:1][CH3:2])=[O:5])[CH2:11][CH2:12][CH2:13]4)=[CH:26][CH:27]=1)=[O:30]. (2) Given the reactants [CH3:1][N:2]([CH3:20])[CH2:3][C:4]1[CH:9]=[CH:8][C:7]([O:10][C:11]2[CH:16]=[CH:15][N:14]=[CH:13][C:12]=2[N+:17]([O-])=O)=[CH:6][N:5]=1, predict the reaction product. The product is: [CH3:20][N:2]([CH2:3][C:4]1[N:5]=[CH:6][C:7]([O:10][C:11]2[CH:16]=[CH:15][N:14]=[CH:13][C:12]=2[NH2:17])=[CH:8][CH:9]=1)[CH3:1]. (3) The product is: [NH2:46][C:33]1[CH:34]=[C:35]([C:36]2[CH:37]=[CH:38][C:39]([F:45])=[C:40]([CH:44]=2)[C:41]([NH2:43])=[O:42])[C:30]([C@@H:20]([NH:19][C:17](=[O:18])[CH2:16][N:5]2[C:6]3[C:7]([F:14])([F:15])[CH2:8][CH2:9][C:10]([F:12])([F:13])[C:11]=3[C:3]([CH:2]([F:1])[F:57])=[N:4]2)[CH2:21][C:22]2[CH:23]=[C:24]([F:29])[CH:25]=[C:26]([F:28])[CH:27]=2)=[N:31][CH:32]=1. Given the reactants [F:1][CH:2]([F:57])[C:3]1[C:11]2[C:10]([F:13])([F:12])[CH2:9][CH2:8][C:7]([F:15])([F:14])[C:6]=2[N:5]([CH2:16][C:17]([NH:19][C@H:20]([C:30]2[C:35]([C:36]3[CH:37]=[CH:38][C:39]([F:45])=[C:40]([CH:44]=3)[C:41]([NH2:43])=[O:42])=[CH:34][C:33]([N:46]3C(=O)C4C(=CC=CC=4)C3=O)=[CH:32][N:31]=2)[CH2:21][C:22]2[CH:27]=[C:26]([F:28])[CH:25]=[C:24]([F:29])[CH:23]=2)=[O:18])[N:4]=1.FC1(F)C2N(CC(N[C@H](C3C(C4C=CC(F)=C(C=4)C(N)=O)=CC(N4C(=O)C5C(=CC=CC=5)C4=O)=CN=3)CC3C=C(F)C=C(F)C=3)=O)N=C(C(F)(F)F)C=2[C@H]2C[C@@H]12, predict the reaction product.